Dataset: Drug-target binding data from BindingDB using IC50 measurements. Task: Regression. Given a target protein amino acid sequence and a drug SMILES string, predict the binding affinity score between them. We predict pIC50 (pIC50 = -log10(IC50 in M); higher means more potent). Dataset: bindingdb_ic50. (1) The small molecule is Cc1c(C=CCCCC(=O)O)c(O)c2ccccc2c1O. The target protein (O15770) has sequence MVYDLIVIGGGSGGMAAARRAARHNAKVALVEKSRLGGTCVNVGCVPKKIMFNAASVHDILENSRHYGFDTKFSFNLPLLVERRDKYIQRLNNIYRQNLSKDKVDLYEGTASFLSENRILIKGTKDNNNKDNGPLNEEILEGRNILIAVGNKPVFPPVKGIENTISSDEFFNIKESKKIGIVGSGYIAVELINVIKRLGIDSYIFARGNRILRKFDESVINVLENDMKKNNINIVTFADVVEIKKVSDKNLSIHLSDGRIYEHFDHVIYCVGRSPDTENLNLEKLNVETNNNYIVVDENQRTSVNNIYAVGDCCMVKKSKEIEDLNLLKLYNEETYLNKKENVTEDIFYNVQLTPVAINAGRLLADRLFLKKTRKTNYKLIPTVIFSHPPIGTIGLSEEAAIQIYGKENVKIYESKFTNLFFSVYDIEPELKEKTYLKLVCVGKDELIKGLHIIGLNADEIVQGFAVALKMNATKKDFDETIPIHPTAAEEFLTLQPWMK.... The pIC50 is 5.3. (2) The small molecule is O=[N+]([O-])c1cccc(-c2csc(NS(=O)(=O)c3ccccc3)n2)c1. The target protein (O88867) has sequence MASSDTEGKRVVVIGGGLVGALNACFLAKRNFQVDVYEAREDIRVANFMRGRSINLALSYRGRQALKAVGLEDQIVSKGVPMKARMIHSLSGKKSAIPYGNKSQYILSISREKLNKDLLTAVESYPNAKVHFGHKLSKCCPEEGILTMLGPNKVPRDITCDLIVGCDGAYSTVRAHLMKKPRFDYSQQYIPHGYMELTIPPKNGEYAMEPNCLHIWPRNAFMMIALPNMDKSFTCTLFMSFEEFEKLPTHSDVLDFFQKNFPDAIPLMGEQALMRDFFLLPAQPMISVKCSPFHLKSRCVLMGDAAHAIVPFFGQGMNAGFEDCLVFDELMDKFNNDLSVCLPEFSRFRIPDDHAISDLSMYNYIEMRAHVNSRWFLFQRLLDKFLHALMPSTFIPLYTMVAFTRIRYHEAVLRWHWQKKVINRGLFVLGSLVAIGSAYILVHHLSPRPLELLRSAWTGTSGHWNRSADISPRVPWSH. The pIC50 is 6.7. (3) The compound is CCc1ccc(Cl)cc1-c1c(C(N)=O)cc(-c2ncnc3[nH]ccc23)n1C. The target protein sequence is LPEPSCPQLATLTSQCLTYEPTQRPSFRTILRDLTRLQPHNLADVLTVNPDSPASDPTVFHKRYLKKIRDLGEGHFGKVSLYCYDPTNDGTGEMVAVKALKADCGPQHRSGWKQEIDILRTLYHEHIIKYKGCCEDQGEKSLQLVMEYVPLGSLRDYLPRHSIGLAQLLLFAQQICEGMAYLHAQHYIHRDLAARNVLLDNDRLVKIGDFGLAKAVPEGHEYYRVREDGDSPVFWYAPECLKEYKFYYASDVWSFGVTLYELLTHCDSSQSPPTKFLELIGIAQGQMTVLRLTELLERGERLPRPDKCPCEVYHLMKNCWETEASFRPTFENLIPILKTVHEKYQGQAPSVFSVC. The pIC50 is 7.9. (4) The drug is CCCC(=O)N[C@@H](Cc1ccc(O)cc1)C(=O)NCCCCCCCCN. The target protein (Q07001) has sequence MEGPVLTLGLLAALAVCGSWGLNEEERLIRHLFQEKGYNKELRPVAHKEESVDVALALTLSNLISLKEVEETLTTNVWIEHGWTDNRLKWNAEEFGNISVLRLPPDMVWLPEIVLENNNDGSFQISYSCNVLVYHYGFVYWLPPAIFRSSCPISVTYFPFDWQNCSLKFSSLKYTAKEITLSLKQDAKENRTYPVEWIIIDPEGFTENGEWEIVHRPARVNVDPRAPLDSPSRQDITFYLIIRRKPLFYIINILVPCVLISFMVNLVFYLPADSGEKTSVAISVLLAQSVFLLLISKRLPATSMAIPLIGKFLLFGMVLVTMVVVICVIVLNIHFRTPSTHVLSEGVKKLFLETLPELLHMSRPAEDGPSPGALVRRSSSLGYISKAEEYFLLKSRSDLMFEKQSERHGLARRLTTARRPPASSEQAQQELFNELKPAVDGANFIVNHMRDQNNYNEEKDSWNRVARTVDRLCLFVVTPVMVVGTAWIFLQGVYNQPPPQ.... The pIC50 is 5.3. (5) The small molecule is CCn1c2ccccc2c2cc(-c3nc4cc(C(=O)O)ccc4n3CCOC(F)(F)F)ccc21. The target protein (P35408) has sequence MSTPGVNSSASLSPDRLNSPVTIPAVMFIFGVVGNLVAIVVLCKSRKEQKETTFYTLVCGLAVTDLLGTLLVSPVTIATYMKGQWPGGQPLCEYSTFILLFFSLSGLSIICAMSVERYLAINHAYFYSHYVDKRLAGLTLFAVYASNVLFCALPNMGLGSSRLQYPDTWCFIDWTTNVTAHAAYSYMYAGFSSFLILATVLCNVLVCGALLRMHRQFMRRTSLGTEQHHAAAAASVASRGHPAASPALPRLSDFRRRRSFRRIAGAEIQMVILLIATSLVVLICSIPLVVRVFVNQLYQPSLEREVSKNPDLQAIRIASVNPILDPWIYILLRKTVLSKAIEKIKCLFCRIGGSRRERSGQHCSDSQRTSSAMSGHSRSFISRELKEISSTSQTLLPDLSLPDLSENGLGGRNLLPGVPGMGLAQEDTTSLRTLRISETSDSSQGQDSESVLLVDEAGGSGRAGPAPKGSSLQVTFPSETLNLSEKCI. The pIC50 is 7.8.